The task is: Predict the reactants needed to synthesize the given product.. This data is from Full USPTO retrosynthesis dataset with 1.9M reactions from patents (1976-2016). (1) Given the product [Cl:2][C:3]1[N:4]=[C:5]([C@@H:19]2[CH2:23][C@H:22]([CH:24]3[CH2:29][CH2:28][N:27]([S:30]([CH3:33])(=[O:32])=[O:31])[CH2:26][CH2:25]3)[CH2:21][N:20]2[C:48]([C:47]2[CH:46]=[CH:45][C:44]([C:42]([NH:41][C:39](=[O:40])[O:38][C:35]([CH3:36])([CH3:34])[CH3:37])=[NH:43])=[CH:52][CH:51]=2)=[O:49])[NH:6][C:7]=1[C:8]1[CH:13]=[CH:12][C:11]([NH:14][C:15]([O:16][CH3:17])=[O:18])=[CH:10][CH:9]=1, predict the reactants needed to synthesize it. The reactants are: Cl.[Cl:2][C:3]1[N:4]=[C:5]([C@@H:19]2[CH2:23][C@H:22]([CH:24]3[CH2:29][CH2:28][N:27]([S:30]([CH3:33])(=[O:32])=[O:31])[CH2:26][CH2:25]3)[CH2:21][NH:20]2)[NH:6][C:7]=1[C:8]1[CH:13]=[CH:12][C:11]([NH:14][C:15](=[O:18])[O:16][CH3:17])=[CH:10][CH:9]=1.[CH3:34][C:35]([O:38][C:39]([NH:41][C:42]([C:44]1[CH:52]=[CH:51][C:47]([C:48](O)=[O:49])=[CH:46][CH:45]=1)=[NH:43])=[O:40])([CH3:37])[CH3:36]. (2) Given the product [NH:26]1[C:27]2[C:23](=[CH:22][CH:21]=[C:20]([NH:19][C:14]3[C:13]([C:11]([NH:10][C:4]4[CH:5]=[CH:6][C:7]([O:8][CH3:9])=[C:2]([O:1][CH:30]5[CH2:35][CH2:34][N:33]([CH3:36])[CH2:32][CH2:31]5)[CH:3]=4)=[O:12])=[CH:18][CH:17]=[CH:16][N:15]=3)[CH:28]=2)[CH:24]=[N:25]1, predict the reactants needed to synthesize it. The reactants are: [OH:1][C:2]1[CH:3]=[C:4]([NH:10][C:11]([C:13]2[C:14]([NH:19][C:20]3[CH:28]=[C:27]4[C:23]([CH:24]=[N:25][NH:26]4)=[CH:22][CH:21]=3)=[N:15][CH:16]=[CH:17][CH:18]=2)=[O:12])[CH:5]=[CH:6][C:7]=1[O:8][CH3:9].O[CH:30]1[CH2:35][CH2:34][N:33]([CH3:36])[CH2:32][CH2:31]1. (3) Given the product [Cl:3][C:4]1[CH:9]=[CH:8][CH:7]=[CH:6][C:5]=1[CH2:10][CH2:11][N:12]([CH2:20][CH2:21][CH2:22][CH2:23][CH:24]([C:26]1[CH:37]=[CH:36][C:29]2[N:30]([CH3:35])[C:31](=[O:34])[N:32]([CH3:33])[C:28]=2[CH:27]=1)[OH:25])[C:13](=[O:19])[O:14][C:15]([CH3:18])([CH3:16])[CH3:17], predict the reactants needed to synthesize it. The reactants are: [BH4-].[Na+].[Cl:3][C:4]1[CH:9]=[CH:8][CH:7]=[CH:6][C:5]=1[CH2:10][CH2:11][N:12]([CH2:20][CH2:21][CH2:22][CH2:23][C:24]([C:26]1[CH:37]=[CH:36][C:29]2[N:30]([CH3:35])[C:31](=[O:34])[N:32]([CH3:33])[C:28]=2[CH:27]=1)=[O:25])[C:13](=[O:19])[O:14][C:15]([CH3:18])([CH3:17])[CH3:16].[Cl-].[NH4+]. (4) The reactants are: Cl[C:2]1[CH:7]=[C:6]([CH2:8][CH3:9])[N:5]=[C:4]([C:10]2[CH:15]=[CH:14][CH:13]=[C:12]([Cl:16])[CH:11]=2)[N:3]=1.[O:17]=[C:18]1[NH:23][CH:22]=[C:21]([CH2:24][C:25]#[N:26])[CH:20]=[CH:19]1.C(=O)([O-])[O-].[K+].[K+]. Given the product [Cl:16][C:12]1[CH:11]=[C:10]([C:4]2[N:3]=[C:2]([O:17][C:18]3[N:23]=[CH:22][C:21]([CH2:24][C:25]#[N:26])=[CH:20][CH:19]=3)[CH:7]=[C:6]([CH2:8][CH3:9])[N:5]=2)[CH:15]=[CH:14][CH:13]=1, predict the reactants needed to synthesize it.